Dataset: Reaction yield outcomes from USPTO patents with 853,638 reactions. Task: Predict the reaction yield, written as a fraction of the theoretical maximum amount of product (1.0 means a 100% yield; for example, 0.34 means a 34% yield). (1) The reactants are [Br:1][C:2]1[CH:10]=[C:9]2[C:5]([C:6]([CH3:11])=[N:7][NH:8]2)=[C:4]([F:12])[CH:3]=1.[O:13]1[CH:18]=[CH:17][CH2:16][CH2:15][CH2:14]1.C1(C)C=CC(S(O)(=O)=O)=CC=1. The catalyst is O1CCCC1. The product is [Br:1][C:2]1[CH:10]=[C:9]2[C:5]([C:6]([CH3:11])=[N:7][N:8]2[CH:14]2[CH2:15][CH2:16][CH2:17][CH2:18][O:13]2)=[C:4]([F:12])[CH:3]=1. The yield is 0.845. (2) The reactants are [C:1]([C:3]1[CH:8]=[CH:7][C:6]([NH:9][C:10]([N:12]2[CH:17]([CH2:18][OH:19])[CH2:16][N:15]3[N:20]=[C:21]([I:26])[C:22]([C:23](O)=[O:24])=[C:14]3[CH2:13]2)=[O:11])=[CH:5][CH:4]=1)#[N:2].C[N:28](C(ON1N=NC2C=CC=NC1=2)=[N+](C)C)C.F[P-](F)(F)(F)(F)F.C(N(C(C)C)CC)(C)C.[Cl-].[NH4+]. The catalyst is CN(C=O)C. The product is [C:1]([C:3]1[CH:4]=[CH:5][C:6]([NH:9][C:10]([N:12]2[CH:17]([CH2:18][OH:19])[CH2:16][N:15]3[N:20]=[C:21]([I:26])[C:22]([C:23]([NH2:28])=[O:24])=[C:14]3[CH2:13]2)=[O:11])=[CH:7][CH:8]=1)#[N:2]. The yield is 0.670. (3) The reactants are [CH3:1][C:2](=[CH:4][CH2:5][CH2:6][C@@H:7]([CH3:13])CCCCC)[CH3:3].C[C:15]([CH3:17])=[O:16].[OH:18]S(O)(=O)=O.O=[Cr](=O)=O.O.[O-]S([O-])(=O)=O.[Na+].[Na+]. The catalyst is CC(C)=O. The product is [CH3:1][C@@H:2]([CH2:4][CH2:5][CH2:6][CH2:7][CH3:13])[CH2:3][CH2:17][C:15]([OH:18])=[O:16]. The yield is 0.740. (4) The reactants are Cl[C:2]1[CH:7]=[C:6]([C:8]2[CH:13]=[C:12]([Cl:14])[CH:11]=[CH:10][C:9]=2[O:15][CH2:16][CH3:17])[N:5]=[C:4]([NH2:18])[N:3]=1.[Cl:19][C:20]1[CH:26]=[CH:25][CH:24]=[CH:23][C:21]=1[NH2:22]. No catalyst specified. The product is [Cl:14][C:12]1[CH:11]=[CH:10][C:9]([O:15][CH2:16][CH3:17])=[C:8]([C:6]2[N:5]=[C:4]([NH2:18])[N:3]=[C:2]([NH:22][C:21]3[CH:23]=[CH:24][CH:25]=[CH:26][C:20]=3[Cl:19])[CH:7]=2)[CH:13]=1. The yield is 0.310.